Dataset: Forward reaction prediction with 1.9M reactions from USPTO patents (1976-2016). Task: Predict the product of the given reaction. Given the reactants Br[C:2]1[CH:7]=[N:6][C:5]([Br:8])=[CH:4][N:3]=1.C([Li])CCC.[O:14]1[CH2:17][C:16](=[O:18])[CH2:15]1, predict the reaction product. The product is: [Br:8][C:5]1[N:6]=[CH:7][C:2]([C:16]2([OH:18])[CH2:17][O:14][CH2:15]2)=[N:3][CH:4]=1.